Dataset: Full USPTO retrosynthesis dataset with 1.9M reactions from patents (1976-2016). Task: Predict the reactants needed to synthesize the given product. (1) Given the product [CH3:10][O:11][C:12]1[CH:13]=[C:14]([CH:19]=[CH:20][CH:21]=1)[CH2:15][NH:16][C:17]([NH:9][CH2:1][CH2:2][CH2:3][CH2:4][CH2:5][CH2:6][CH2:7][CH3:8])=[S:18], predict the reactants needed to synthesize it. The reactants are: [CH2:1]([NH2:9])[CH2:2][CH2:3][CH2:4][CH2:5][CH2:6][CH2:7][CH3:8].[CH3:10][O:11][C:12]1[CH:13]=[C:14]([CH:19]=[CH:20][CH:21]=1)[CH2:15][N:16]=[C:17]=[S:18]. (2) The reactants are: [Cl:1][C:2]1[CH:23]=[CH:22][C:5]([CH2:6][N:7]2[C:15]3[C:10](=[N:11][CH:12]=[CH:13][CH:14]=3)[C:9]([C:16](=[O:20])[C:17]([OH:19])=O)=[C:8]2[CH3:21])=[CH:4][CH:3]=1.C(N(CC)CC)C.[CH3:31][O:32][C:33]1[CH:38]=[C:37]([NH2:39])[CH:36]=[CH:35][N:34]=1.C(P1(=O)OP(CCC)(=O)OP(CCC)(=O)O1)CC. Given the product [Cl:1][C:2]1[CH:3]=[CH:4][C:5]([CH2:6][N:7]2[C:15]3[C:10](=[N:11][CH:12]=[CH:13][CH:14]=3)[C:9]([C:16](=[O:20])[C:17]([NH:39][C:37]3[CH:36]=[CH:35][N:34]=[C:33]([O:32][CH3:31])[CH:38]=3)=[O:19])=[C:8]2[CH3:21])=[CH:22][CH:23]=1, predict the reactants needed to synthesize it.